Dataset: Peptide-MHC class I binding affinity with 185,985 pairs from IEDB/IMGT. Task: Regression. Given a peptide amino acid sequence and an MHC pseudo amino acid sequence, predict their binding affinity value. This is MHC class I binding data. (1) The peptide sequence is RTSKTSLER. The MHC is HLA-A23:01 with pseudo-sequence HLA-A23:01. The binding affinity (normalized) is 0. (2) The peptide sequence is GQFDSMLAK. The MHC is HLA-B40:01 with pseudo-sequence HLA-B40:01. The binding affinity (normalized) is 0.0847. (3) The peptide sequence is GAFDLSHFL. The MHC is HLA-B15:03 with pseudo-sequence HLA-B15:03. The binding affinity (normalized) is 0.0856. (4) The peptide sequence is PILPKLFIL. The MHC is HLA-A24:02 with pseudo-sequence HLA-A24:02. The binding affinity (normalized) is 0.0847. (5) The peptide sequence is FLCKQYLNL. The MHC is HLA-A11:01 with pseudo-sequence HLA-A11:01. The binding affinity (normalized) is 0.